This data is from Catalyst prediction with 721,799 reactions and 888 catalyst types from USPTO. The task is: Predict which catalyst facilitates the given reaction. (1) Reactant: [C:1]([C:5]1[CH:9]=[C:8]([NH2:10])[N:7]([C:11]2[CH:16]=[CH:15][C:14]([CH3:17])=[CH:13][CH:12]=2)[N:6]=1)([CH3:4])([CH3:3])[CH3:2].C1N=CN([C:23](N2C=NC=C2)=[O:24])C=1.[NH2:30][C:31]1[C:40]2[C:35](=[CH:36][CH:37]=[CH:38][CH:39]=2)[C:34]([O:41][CH2:42][C:43]2[CH:48]=[CH:47][N:46]=[C:45]([NH2:49])[N:44]=2)=[CH:33][CH:32]=1. Product: [NH2:49][C:45]1[N:44]=[C:43]([CH2:42][O:41][C:34]2[C:35]3[C:40](=[CH:39][CH:38]=[CH:37][CH:36]=3)[C:31]([NH:30][C:23]([NH:10][C:8]3[N:7]([C:11]4[CH:12]=[CH:13][C:14]([CH3:17])=[CH:15][CH:16]=4)[N:6]=[C:5]([C:1]([CH3:4])([CH3:3])[CH3:2])[CH:9]=3)=[O:24])=[CH:32][CH:33]=2)[CH:48]=[CH:47][N:46]=1. The catalyst class is: 2. (2) Reactant: [CH:1]([N:3]([CH2:12][C@@H:13]([CH2:34][CH2:35][CH2:36][CH2:37][CH3:38])[C:14]([N:16]1[C@H:20]([C:21]([OH:23])=O)[CH2:19][CH2:18][N:17]1[C:24]([O:26][CH2:27][C:28]1[CH:33]=[CH:32][CH:31]=[CH:30][CH:29]=1)=[O:25])=[O:15])[O:4][CH2:5][C:6]1[CH:11]=[CH:10][CH:9]=[CH:8][CH:7]=1)=[O:2].CN1CCOCC1.F[B-](F)(F)F.COC1N=C(OC)N=C([N+]2(C)CCOCC2)N=1.[F:68][C:69]1[CH:70]=[CH:71][C:72]([NH2:75])=[N:73][CH:74]=1. The catalyst class is: 10. Product: [F:68][C:69]1[CH:70]=[CH:71][C:72]([NH:75][C:21]([C@@H:20]2[CH2:19][CH2:18][N:17]([C:24]([O:26][CH2:27][C:28]3[CH:29]=[CH:30][CH:31]=[CH:32][CH:33]=3)=[O:25])[N:16]2[C:14](=[O:15])[C@@H:13]([CH2:12][N:3]([CH:1]=[O:2])[O:4][CH2:5][C:6]2[CH:11]=[CH:10][CH:9]=[CH:8][CH:7]=2)[CH2:34][CH2:35][CH2:36][CH2:37][CH3:38])=[O:23])=[N:73][CH:74]=1. (3) Reactant: Cl[C:2]1[S:6][N:5]=[C:4]([S:7][CH3:8])[N:3]=1.[Br-].[CH:10]1([Zn+])[CH2:14][CH2:13][CH2:12][CH2:11]1. Product: [CH3:8][S:7][C:4]1[N:3]=[C:2]([CH:10]2[CH2:14][CH2:13][CH2:12][CH2:11]2)[S:6][N:5]=1. The catalyst class is: 7. (4) Product: [Cl:1][C:2]1[N:9]=[C:8]([CH3:10])[C:7]([Cl:11])=[C:6]([CH3:12])[C:3]=1/[C:4](=[N:13]/[OH:14])/[NH2:5]. Reactant: [Cl:1][C:2]1[N:9]=[C:8]([CH3:10])[C:7]([Cl:11])=[C:6]([CH3:12])[C:3]=1[C:4]#[N:5].[NH2:13][OH:14].O.N1C2C(=CC=C3C=2N=CC=C3)C=CC=1.O. The catalyst class is: 24. (5) Reactant: [Cl:1][C:2]1[CH:3]=[C:4]2[C:9](=[CH:10][CH:11]=1)[N:8]=[C:7]([CH2:12]Cl)[C:6]([C:14]([O:16][CH2:17][CH3:18])=[O:15])=[C:5]2[C:19]1[CH:24]=[CH:23][CH:22]=[CH:21][CH:20]=1.[Cl:25][C:26]1[CH:31]=[CH:30][C:29]([OH:32])=[C:28]([O:33][CH3:34])[CH:27]=1.[H-].[Na+]. Product: [Cl:1][C:2]1[CH:3]=[C:4]2[C:9](=[CH:10][CH:11]=1)[N:8]=[C:7]([CH2:12][O:32][C:29]1[CH:30]=[CH:31][C:26]([Cl:25])=[CH:27][C:28]=1[O:33][CH3:34])[C:6]([C:14]([O:16][CH2:17][CH3:18])=[O:15])=[C:5]2[C:19]1[CH:20]=[CH:21][CH:22]=[CH:23][CH:24]=1. The catalyst class is: 42. (6) The catalyst class is: 426. Product: [Br:31][CH2:32][CH2:33][CH2:34][C:35]1[O:20][N:19]=[C:18]([C:3]2[CH:4]=[C:5]([O:16][CH3:17])[C:6]([CH2:8][O:9][CH:10]3[CH2:15][CH2:14][CH2:13][CH2:12][O:11]3)=[CH:7][C:2]=2[Cl:1])[N:21]=1. Reactant: [Cl:1][C:2]1[CH:7]=[C:6]([CH2:8][O:9][CH:10]2[CH2:15][CH2:14][CH2:13][CH2:12][O:11]2)[C:5]([O:16][CH3:17])=[CH:4][C:3]=1[C:18](=[NH:21])[NH:19][OH:20].CCN(C(C)C)C(C)C.[Br:31][CH2:32][CH2:33][CH2:34][C:35](Cl)=O.